This data is from Peptide-MHC class II binding affinity with 134,281 pairs from IEDB. The task is: Regression. Given a peptide amino acid sequence and an MHC pseudo amino acid sequence, predict their binding affinity value. This is MHC class II binding data. (1) The peptide sequence is STVFLVPRRHGKTWF. The MHC is DRB1_1501 with pseudo-sequence DRB1_1501. The binding affinity (normalized) is 0.397. (2) The peptide sequence is EYLNKIQNSLSTEWSPCSVT. The MHC is DRB1_0701 with pseudo-sequence DRB1_0701. The binding affinity (normalized) is 0.446. (3) The MHC is HLA-DQA10501-DQB10201 with pseudo-sequence HLA-DQA10501-DQB10201. The binding affinity (normalized) is 0.458. The peptide sequence is AIILDGDNLFPKV.